From a dataset of Catalyst prediction with 721,799 reactions and 888 catalyst types from USPTO. Predict which catalyst facilitates the given reaction. (1) Reactant: [Cl:1][C:2]1[CH:7]=[C:6]([Cl:8])[CH:5]=[CH:4][C:3]=1[CH2:9][C:10](=[N:12][OH:13])[CH3:11].C([BH3-])#N.[Na+]. Product: [Cl:1][C:2]1[CH:7]=[C:6]([Cl:8])[CH:5]=[CH:4][C:3]=1[CH2:9][CH:10]([NH:12][OH:13])[CH3:11]. The catalyst class is: 15. (2) The catalyst class is: 775. Product: [CH2:1]([C:3]1[CH:26]=[CH:25][CH:24]=[C:23]([CH3:27])[C:4]=1[CH2:5][NH:6][C:7]1[C:15]2[N:14]=[C:13]([CH3:16])[N:12]([CH3:17])[C:11]=2[CH:10]=[C:9]([C:18]([NH:28][CH2:29][CH2:30][OH:31])=[O:19])[CH:8]=1)[CH3:2]. Reactant: [CH2:1]([C:3]1[CH:26]=[CH:25][CH:24]=[C:23]([CH3:27])[C:4]=1[CH2:5][NH:6][C:7]1[C:15]2[N:14]=[C:13]([CH3:16])[N:12]([CH3:17])[C:11]=2[CH:10]=[C:9]([C:18](OCC)=[O:19])[CH:8]=1)[CH3:2].[NH2:28][CH2:29][CH2:30][OH:31].